From a dataset of Reaction yield outcomes from USPTO patents with 853,638 reactions. Predict the reaction yield, written as a fraction of the theoretical maximum amount of product (1.0 means a 100% yield; for example, 0.34 means a 34% yield). (1) The reactants are [Li]C(C)(C)C.Br[C:7]1[CH:8]=[C:9]([OH:13])[CH:10]=[CH:11][CH:12]=1.[CH3:14][N:15]([CH2:17][CH:18]1[CH2:24][CH2:23][CH:22]2[CH:20]([CH2:21]2)[C:19]1=[O:25])[CH3:16]. The catalyst is C1COCC1. The product is [CH3:16][N:15]([CH2:17][CH:18]1[CH2:24][CH2:23][CH:22]2[CH:20]([CH2:21]2)[C:19]1([C:7]1[CH:12]=[CH:11][CH:10]=[C:9]([OH:13])[CH:8]=1)[OH:25])[CH3:14]. The yield is 0.129. (2) The reactants are [N+:1]([C:4]1[CH:12]=[C:8]([C:9]([OH:11])=O)[C:7]([NH2:13])=[CH:6][CH:5]=1)([O-:3])=[O:2].[CH3:14][N:15]=[C:16]=[S:17].C(N(CC)CC)C. The catalyst is C(O)C. The product is [CH3:14][N:15]1[C:9](=[O:11])[C:8]2[C:7](=[CH:6][CH:5]=[C:4]([N+:1]([O-:3])=[O:2])[CH:12]=2)[NH:13][C:16]1=[S:17]. The yield is 0.862. (3) The reactants are [NH2:1][C:2]1[N:3]=[C:4]([N:19]2[CH2:24][CH2:23][N:22]([C:25](=[O:28])[CH2:26][NH2:27])[CH2:21][CH2:20]2)[C:5]2[N:11]=[C:10]([C:12]3[CH:17]=[CH:16][C:15]([F:18])=[CH:14][CH:13]=3)[CH:9]=[CH:8][C:6]=2[N:7]=1.CCN(C(C)C)C(C)C.[Cl:38][C:39]1[CH:47]=[CH:46][C:42]([C:43](Cl)=[O:44])=[CH:41][CH:40]=1. The yield is 0.510. The catalyst is O1CCOCC1. The product is [NH2:1][C:2]1[N:3]=[C:4]([N:19]2[CH2:20][CH2:21][N:22]([C:25](=[O:28])[CH2:26][NH:27][C:43](=[O:44])[C:42]3[CH:46]=[CH:47][C:39]([Cl:38])=[CH:40][CH:41]=3)[CH2:23][CH2:24]2)[C:5]2[N:11]=[C:10]([C:12]3[CH:17]=[CH:16][C:15]([F:18])=[CH:14][CH:13]=3)[CH:9]=[CH:8][C:6]=2[N:7]=1. (4) The reactants are [Br:1][C:2]1[CH:3]=[CH:4][C:5](F)=[C:6]([C:8](=O)[CH3:9])[CH:7]=1.[NH2:12][NH2:13]. No catalyst specified. The product is [Br:1][C:2]1[CH:7]=[C:6]2[C:5](=[CH:4][CH:3]=1)[NH:13][N:12]=[C:8]2[CH3:9]. The yield is 0.710. (5) The reactants are [C:1]([N:8]([C:40]([O:42][C:43]([CH3:46])([CH3:45])[CH3:44])=[O:41])[C@H:9]([C:26]1[CH:31]=[CH:30][CH:29]=[C:28]([O:32]CC2C=CC=CC=2)[CH:27]=1)[C@@H:10]([C:12]1[CH:17]=[CH:16][CH:15]=[C:14]([O:18]CC2C=CC=CC=2)[CH:13]=1)[NH2:11])([O:3][C:4]([CH3:7])([CH3:6])[CH3:5])=[O:2].[H][H]. The catalyst is CCOC(C)=O.[Pd]. The product is [C:1]([N:8]([C:40]([O:42][C:43]([CH3:46])([CH3:45])[CH3:44])=[O:41])[C@H:9]([C:26]1[CH:31]=[CH:30][CH:29]=[C:28]([OH:32])[CH:27]=1)[C@@H:10]([C:12]1[CH:17]=[CH:16][CH:15]=[C:14]([OH:18])[CH:13]=1)[NH2:11])([O:3][C:4]([CH3:5])([CH3:7])[CH3:6])=[O:2]. The yield is 0.937. (6) The reactants are C1C(=O)N([Cl:8])C(=O)C1.[NH2:9][C:10]1[CH:20]=[C:19]([CH:21]=[O:22])[C:18]([C:23]([F:26])([F:25])[F:24])=[CH:17][C:11]=1[C:12]([O:14][CH2:15][CH3:16])=[O:13].O. The catalyst is CN(C=O)C. The product is [NH2:9][C:10]1[C:20]([Cl:8])=[C:19]([CH:21]=[O:22])[C:18]([C:23]([F:24])([F:25])[F:26])=[CH:17][C:11]=1[C:12]([O:14][CH2:15][CH3:16])=[O:13]. The yield is 0.850. (7) The reactants are [C:1]([O:5][C:6]([NH:8][S:9]([NH:12][CH2:13][C:14]([O:16][CH2:17][CH3:18])=[O:15])(=[O:11])=[O:10])=[O:7])([CH3:4])([CH3:3])[CH3:2].C1(P(C2C=CC=CC=2)C2C=CC=CC=2)C=CC=CC=1.[CH3:38][O:39][C:40]1[CH:47]=[CH:46][C:43]([CH2:44]O)=[CH:42][CH:41]=1.N(C(OCC)=O)=NC(OCC)=O. The catalyst is O1CCCC1. The product is [C:1]([O:5][C:6]([N:8]([CH2:44][C:43]1[CH:46]=[CH:47][C:40]([O:39][CH3:38])=[CH:41][CH:42]=1)[S:9]([NH:12][CH2:13][C:14]([O:16][CH2:17][CH3:18])=[O:15])(=[O:11])=[O:10])=[O:7])([CH3:4])([CH3:3])[CH3:2]. The yield is 0.620.